From a dataset of Full USPTO retrosynthesis dataset with 1.9M reactions from patents (1976-2016). Predict the reactants needed to synthesize the given product. (1) Given the product [C:34]([N:30]1[CH2:29][CH2:28][CH:27]([S:24]([NH:23][C:21]2[CH:22]=[C:17]([C:15]([N:12]3[CH2:13][CH2:14][CH:9]([C:6]4[CH:5]=[CH:4][C:3]([C:1]#[N:2])=[CH:8][CH:7]=4)[CH2:10][CH2:11]3)=[O:16])[CH:18]=[CH:19][C:20]=2[CH3:33])(=[O:26])=[O:25])[CH2:32][CH2:31]1)(=[O:36])[CH3:35], predict the reactants needed to synthesize it. The reactants are: [C:1]([C:3]1[CH:8]=[CH:7][C:6]([CH:9]2[CH2:14][CH2:13][N:12]([C:15]([C:17]3[CH:18]=[CH:19][C:20]([CH3:33])=[C:21]([NH:23][S:24]([CH:27]4[CH2:32][CH2:31][NH:30][CH2:29][CH2:28]4)(=[O:26])=[O:25])[CH:22]=3)=[O:16])[CH2:11][CH2:10]2)=[CH:5][CH:4]=1)#[N:2].[C:34](Cl)(=[O:36])[CH3:35]. (2) Given the product [Cl:1][C:2]1[CH:3]=[CH:4][C:5]2[N:6]([C:8]([C:11]([C:14]3[CH:15]=[CH:16][C:17]4[N:18]([CH:20]=[CH:21][N:22]=4)[CH:19]=3)=[O:13])=[CH:9][N:10]=2)[N:7]=1, predict the reactants needed to synthesize it. The reactants are: [Cl:1][C:2]1[CH:3]=[CH:4][C:5]2[N:6]([C:8]([C:11]([C:14]3[CH:15]=[CH:16][C:17]4[N:18]([CH:20]=[CH:21][N:22]=4)[CH:19]=3)([OH:13])C)=[CH:9][N:10]=2)[N:7]=1.I(C1C=CC=CC=1C(O)=O)(=O)=O. (3) Given the product [Cl:1][C:2]1[S:6][C:5]2[C:7]3([O:20][CH2:21][C:22]([F:23])([F:24])[C:4]=2[CH:3]=1)[CH2:12][CH2:11][N:10]([CH2:13][C:14]1[C:15]([CH3:19])=[N:16][N:17]([C:32]2[C:37]([CH:38]=[O:39])=[CH:36][CH:35]=[CH:34][N:33]=2)[CH:18]=1)[CH2:9][CH2:8]3, predict the reactants needed to synthesize it. The reactants are: [Cl:1][C:2]1[S:6][C:5]2[C:7]3([O:20][CH2:21][C:22]([F:24])([F:23])[C:4]=2[CH:3]=1)[CH2:12][CH2:11][N:10]([CH2:13][C:14]1[C:15]([CH3:19])=[N:16][NH:17][CH:18]=1)[CH2:9][CH2:8]3.C(=O)([O-])[O-].[K+].[K+].Br[C:32]1[C:37]([CH:38]=[O:39])=[CH:36][CH:35]=[CH:34][N:33]=1.CN[C@@H]1CCCC[C@H]1NC. (4) Given the product [Br:1][C:2]1[C:9]([O:10][CH3:11])=[CH:8][C:5]([CH2:6][OH:7])=[C:4]([F:12])[CH:3]=1, predict the reactants needed to synthesize it. The reactants are: [Br:1][C:2]1[C:9]([O:10][CH3:11])=[CH:8][C:5]([CH:6]=[O:7])=[C:4]([F:12])[CH:3]=1.[BH4-].[Na+]. (5) The reactants are: [CH:1]1([N:4]2[CH2:9][C:8]3([CH2:14][CH2:13][N:12]([CH:15]([C:19]4[CH:24]=[CH:23][C:22]([C:25]5[CH:34]=[C:33]6[C:28]([CH:29]=[CH:30][CH:31]=[N:32]6)=[CH:27][CH:26]=5)=[CH:21][CH:20]=4)[C:16]([OH:18])=O)[CH2:11][CH2:10]3)[O:7][CH2:6][C:5]2=[O:35])[CH2:3][CH2:2]1.[CH:36]([N:39](C(C)C)[CH2:40]C)(C)C.[Cl-].ClC1N(C)CC[N+]=1C.CNC. Given the product [CH:1]1([N:4]2[CH2:9][C:8]3([CH2:10][CH2:11][N:12]([CH:15]([C:19]4[CH:24]=[CH:23][C:22]([C:25]5[CH:34]=[C:33]6[C:28]([CH:29]=[CH:30][CH:31]=[N:32]6)=[CH:27][CH:26]=5)=[CH:21][CH:20]=4)[C:16]([N:39]([CH3:40])[CH3:36])=[O:18])[CH2:13][CH2:14]3)[O:7][CH2:6][C:5]2=[O:35])[CH2:2][CH2:3]1, predict the reactants needed to synthesize it. (6) Given the product [C:1]([C:3]1[C:12]2[C:7](=[CH:8][CH:9]=[C:10]([O:13][C:14]3[CH:19]=[CH:18][CH:17]=[CH:16][CH:15]=3)[CH:11]=2)[C:6]([OH:20])=[C:5]([C:21]([NH:36][CH2:35][C:28]2([CH2:31][C:32]([OH:34])=[O:33])[CH2:29][CH2:30][CH2:25][CH2:26][CH2:27]2)=[O:22])[N:4]=1)#[N:2], predict the reactants needed to synthesize it. The reactants are: [C:1]([C:3]1[C:12]2[C:7](=[CH:8][CH:9]=[C:10]([O:13][C:14]3[CH:19]=[CH:18][CH:17]=[CH:16][CH:15]=3)[CH:11]=2)[C:6]([OH:20])=[C:5]([C:21](OC)=[O:22])[N:4]=1)#[N:2].[CH2:25]1[CH2:30][CH2:29][C:28]([CH2:35][NH2:36])([CH2:31][C:32]([OH:34])=[O:33])[CH2:27][CH2:26]1.C[O-].[Na+]. (7) The reactants are: [NH:1]1[C:5]2[CH:6]=[CH:7][CH:8]=[CH:9][C:4]=2[N:3]=[C:2]1[CH:10]1[CH2:15][CH2:14][CH2:13][CH:12]([NH:16][C:17]([C:19]2[CH:28]=[CH:27][C:22]3[O:23][CH2:24][CH2:25][O:26][C:21]=3[CH:20]=2)=[O:18])[CH2:11]1.Br[CH2:30][CH2:31][O:32][CH3:33].C(=O)([O-])[O-].[K+].[K+]. Given the product [CH3:33][O:32][CH2:31][CH2:30][N:1]1[C:5]2[CH:6]=[CH:7][CH:8]=[CH:9][C:4]=2[N:3]=[C:2]1[CH:10]1[CH2:15][CH2:14][CH2:13][CH:12]([NH:16][C:17]([C:19]2[CH:28]=[CH:27][C:22]3[O:23][CH2:24][CH2:25][O:26][C:21]=3[CH:20]=2)=[O:18])[CH2:11]1, predict the reactants needed to synthesize it. (8) Given the product [CH3:11][O:12][C:13]1[CH:18]=[CH:17][C:16]([S:19][C:2]2[CH:3]=[C:4]3[C:8](=[CH:9][CH:10]=2)[NH:7][CH:6]=[CH:5]3)=[CH:15][CH:14]=1, predict the reactants needed to synthesize it. The reactants are: I[C:2]1[CH:3]=[C:4]2[C:8](=[CH:9][CH:10]=1)[NH:7][CH:6]=[CH:5]2.[CH3:11][O:12][C:13]1[CH:18]=[CH:17][C:16]([SH:19])=[CH:15][CH:14]=1.C([O-])([O-])=O.[K+].[K+].C(O)CO. (9) Given the product [CH3:1][Si:2]([C:5]#[C:6][C:8]1[CH:16]=[CH:15][C:11]2[N:12]=[CH:13][S:14][C:10]=2[CH:9]=1)([CH3:4])[CH3:3], predict the reactants needed to synthesize it. The reactants are: [CH3:1][Si:2]([C:5]#[CH:6])([CH3:4])[CH3:3].Br[C:8]1[CH:16]=[CH:15][C:11]2[N:12]=[CH:13][S:14][C:10]=2[CH:9]=1. (10) Given the product [Cl:28][C:25]1[CH:24]=[CH:23][C:22]([S:21][C:34]2[C:33]3[C:37](=[CH:38][CH:39]=[CH:40][C:32]=3[N+:29]([O-:31])=[O:30])[N:36]([CH2:41][C:42]([OH:44])=[O:43])[C:35]=2[CH3:45])=[CH:27][CH:26]=1, predict the reactants needed to synthesize it. The reactants are: ClN1C(=O)N(Cl)C(=O)N(Cl)C1=O.[Cl:28][C:25]1[CH:26]=[CH:27][C:22]([S:21][S:21][C:22]2[CH:27]=[CH:26][C:25]([Cl:28])=[CH:24][CH:23]=2)=[CH:23][CH:24]=1.[N+:29]([C:32]1[CH:40]=[CH:39][CH:38]=[C:37]2[C:33]=1[CH:34]=[C:35]([CH3:45])[N:36]2[CH2:41][C:42]([OH:44])=[O:43])([O-:31])=[O:30].